This data is from Reaction yield outcomes from USPTO patents with 853,638 reactions. The task is: Predict the reaction yield, written as a fraction of the theoretical maximum amount of product (1.0 means a 100% yield; for example, 0.34 means a 34% yield). (1) The yield is 0.560. The catalyst is CCOC(C)=O.C([O-])(O)=O.[Na+]. The reactants are [CH3:1][N:2]1[C:6]([CH3:7])=[C:5]([C:8]([NH:10][C:11]2[CH:26]=[CH:25][C:14]([O:15][C:16]3[CH:21]=[CH:20][N:19]=[C:18](C(N)=O)[CH:17]=3)=[C:13]([F:27])[CH:12]=2)=[O:9])[C:4](=[O:28])[N:3]1[C:29]1[CH:34]=[CH:33][CH:32]=[CH:31][CH:30]=1.C(OI(C1C=CC=CC=1)OC(=O)C)(=O)C.CC#[N:52].O. The product is [NH2:52][C:18]1[CH:17]=[C:16]([O:15][C:14]2[CH:25]=[CH:26][C:11]([NH:10][C:8]([C:5]3[C:4](=[O:28])[N:3]([C:29]4[CH:30]=[CH:31][CH:32]=[CH:33][CH:34]=4)[N:2]([CH3:1])[C:6]=3[CH3:7])=[O:9])=[CH:12][C:13]=2[F:27])[CH:21]=[CH:20][N:19]=1. (2) The reactants are [C:1]([O:7][CH2:8][CH3:9])(=[O:6])[CH2:2][C:3]([CH3:5])=O.[Br:10][C:11]1[CH:12]=[C:13]([CH:16]=[CH:17][C:18]=1[F:19])[CH:14]=O.[NH4+:20].[OH-:21]. The catalyst is CCO.C(Cl)Cl. The product is [Br:10][C:11]1[CH:12]=[C:13]([CH:14]2[C:2]([C:1]([O:7][CH2:8][CH3:9])=[O:6])=[C:3]([CH3:5])[NH:20][C:3]([CH3:5])=[C:2]2[C:1]([O:7][CH2:8][CH3:9])=[O:21])[CH:16]=[CH:17][C:18]=1[F:19]. The yield is 0.210. (3) The reactants are [Cl:1][C:2]1[CH:24]=[C:23]([Cl:25])[CH:22]=[CH:21][C:3]=1[O:4][C:5]1[C:10](/[CH:11]=[CH:12]/[C:13]([O:15][CH2:16][CH3:17])=[O:14])=[CH:9][N:8]=[C:7]([CH:18]([CH3:20])[CH3:19])[N:6]=1. The catalyst is O1CCCC1.[C].[Pd]. The product is [Cl:1][C:2]1[CH:24]=[C:23]([Cl:25])[CH:22]=[CH:21][C:3]=1[O:4][C:5]1[C:10]([CH2:11][CH2:12][C:13]([O:15][CH2:16][CH3:17])=[O:14])=[CH:9][N:8]=[C:7]([CH:18]([CH3:20])[CH3:19])[N:6]=1. The yield is 0.900. (4) The reactants are [CH2:1]([O:5][C:6]1[N:14]=[C:13]2[C:9]([N:10]=[C:11]([O:26][CH3:27])[N:12]2[CH2:15][C:16]2[CH:17]=[N:18][C:19]([O:22][CH2:23][CH2:24]Cl)=[CH:20][CH:21]=2)=[C:8]([NH2:28])[N:7]=1)[CH2:2][CH2:3][CH3:4].C(=O)([O-])[O-].[K+].[K+].[NH:35]1[CH2:44][CH2:43][CH:38]([C:39]([O:41][CH3:42])=[O:40])[CH2:37][CH2:36]1. The catalyst is CN(C)C=O. The product is [CH2:1]([O:5][C:6]1[N:14]=[C:13]2[C:9]([N:10]=[C:11]([O:26][CH3:27])[N:12]2[CH2:15][C:16]2[CH:17]=[N:18][C:19]([O:22][CH2:23][CH2:24][N:35]3[CH2:44][CH2:43][CH:38]([C:39]([O:41][CH3:42])=[O:40])[CH2:37][CH2:36]3)=[CH:20][CH:21]=2)=[C:8]([NH2:28])[N:7]=1)[CH2:2][CH2:3][CH3:4]. The yield is 0.440. (5) The reactants are [CH2:1]([C:3]1[CH:4]=[C:5]2[C:10](=[CH:11][CH:12]=1)[NH:9][CH2:8][CH2:7][C:6]2=[O:13])[CH3:2].[CH2:14](N(CC)CC)C.IC. The catalyst is C1COCC1. The product is [CH2:1]([C:3]1[CH:4]=[C:5]2[C:10](=[CH:11][CH:12]=1)[N:9]([CH3:14])[CH2:8][CH2:7][C:6]2=[O:13])[CH3:2]. The yield is 0.300. (6) The reactants are [CH3:1][C:2]([S:6]([CH3:18])(=[N:8][CH2:9][CH2:10][O:11][CH:12]1[CH2:17][CH2:16][CH2:15][CH2:14][O:13]1)=[O:7])([CH3:5])[C:3]#[N:4].[Li]CCCC.[Br:24][C:25]1[N:30]=[C:29](/[C:31](=[N:33]/[S@@:34]([C:36]([CH3:39])([CH3:38])[CH3:37])=[O:35])/[CH3:32])[C:28]([F:40])=[C:27]([Si:41]([CH2:46][CH3:47])([CH2:44][CH3:45])[CH2:42][CH3:43])[CH:26]=1. The catalyst is C1COCC1. The product is [Br:24][C:25]1[N:30]=[C:29]([C@:31]([NH:33][S@@:34]([C:36]([CH3:38])([CH3:39])[CH3:37])=[O:35])([CH3:32])[CH2:18][S:6]([C:2]([C:3]#[N:4])([CH3:1])[CH3:5])(=[N:8][CH2:9][CH2:10][O:11][CH:12]2[CH2:17][CH2:16][CH2:15][CH2:14][O:13]2)=[O:7])[C:28]([F:40])=[C:27]([Si:41]([CH2:46][CH3:47])([CH2:42][CH3:43])[CH2:44][CH3:45])[CH:26]=1. The yield is 0.240.